This data is from Reaction yield outcomes from USPTO patents with 853,638 reactions. The task is: Predict the reaction yield, written as a fraction of the theoretical maximum amount of product (1.0 means a 100% yield; for example, 0.34 means a 34% yield). (1) The reactants are [N+:1]([CH:3]([CH3:11])[C:4]([O:6][CH2:7][CH2:8][CH2:9][CH3:10])=[O:5])#[C-:2].C(N(CCCC)C1C=CC=CC=1)CCC. No catalyst specified. The product is [CH3:11][C:3]1[N:1]=[CH:2][O:5][C:4]=1[O:6][CH2:7][CH2:8][CH2:9][CH3:10]. The yield is 0.987. (2) The reactants are [OH:1][CH2:2][CH2:3][NH:4][CH2:5][CH2:6][CH2:7][C:8]1[CH:15]=[CH:14][C:11]([C:12]#[N:13])=[CH:10][CH:9]=1.C(N(CC)CC)C.[S:23](Cl)([CH3:26])(=[O:25])=[O:24]. The catalyst is C(Cl)Cl. The product is [C:12]([C:11]1[CH:14]=[CH:15][C:8]([CH2:7][CH2:6][CH2:5][N:4]([S:23]([CH3:26])(=[O:25])=[O:24])[CH2:3][CH2:2][O:1][S:23]([CH3:26])(=[O:25])=[O:24])=[CH:9][CH:10]=1)#[N:13]. The yield is 0.620.